This data is from Reaction yield outcomes from USPTO patents with 853,638 reactions. The task is: Predict the reaction yield, written as a fraction of the theoretical maximum amount of product (1.0 means a 100% yield; for example, 0.34 means a 34% yield). (1) The reactants are [CH3:1][O:2][C:3](=[O:47])[CH:4]([N:12]([S:33]([C:36]1[C:41]([CH3:42])=[CH:40][C:39]([O:43][CH3:44])=[C:38]([CH3:45])[C:37]=1[CH3:46])(=[O:35])=[O:34])[CH2:13][C:14]1[CH:19]=[CH:18][C:17]([Sn](CCCC)(CCCC)CCCC)=[CH:16][CH:15]=1)[CH2:5][C:6]1[CH:11]=[CH:10][CH:9]=[CH:8][CH:7]=1.[CH3:48][O:49][C:50]([C:52]1[S:53][C:54](Br)=[CH:55][CH:56]=1)=[O:51]. The catalyst is C1(C)C=CC=CC=1. The product is [CH3:48][O:49][C:50]([C:52]1[S:53][C:54]([C:17]2[CH:18]=[CH:19][C:14]([CH2:13][N:12]([CH:4]([C:3]([O:2][CH3:1])=[O:47])[CH2:5][C:6]3[CH:11]=[CH:10][CH:9]=[CH:8][CH:7]=3)[S:33]([C:36]3[C:41]([CH3:42])=[CH:40][C:39]([O:43][CH3:44])=[C:38]([CH3:45])[C:37]=3[CH3:46])(=[O:35])=[O:34])=[CH:15][CH:16]=2)=[CH:55][CH:56]=1)=[O:51]. The yield is 0.410. (2) The reactants are [OH:1][CH2:2][CH2:3][N:4]1[C:12]2[C:7](=[CH:8][C:9]([N+:13]([O-])=O)=[CH:10][CH:11]=2)[CH:6]=[C:5]1[C:16]([CH3:21])([CH3:20])[CH2:17][CH2:18][OH:19]. The catalyst is [Ni].CO. The product is [NH2:13][C:9]1[CH:8]=[C:7]2[C:12](=[CH:11][CH:10]=1)[N:4]([CH2:3][CH2:2][OH:1])[C:5]([C:16]([CH3:21])([CH3:20])[CH2:17][CH2:18][OH:19])=[CH:6]2. The yield is 0.260. (3) The reactants are [NH2:1][C:2]1[CH:7]=[C:6]([Cl:8])[N:5]=[CH:4][N:3]=1.Br[CH2:10][C:11](=O)[CH:12]([CH3:14])[CH3:13].C(=O)([O-])O.[Na+]. The catalyst is CN(C=O)C. The product is [Cl:8][C:6]1[N:5]=[CH:4][N:3]2[CH:10]=[C:11]([CH:12]([CH3:14])[CH3:13])[N:1]=[C:2]2[CH:7]=1. The yield is 0.430. (4) The reactants are [F:1][C:2]1[CH:7]=[CH:6][CH:5]=[CH:4][C:3]=1[C:8]1[N:12]=[C:11]([N:13]2[CH2:18][CH2:17][N:16](C(OC(C)(C)C)=O)[CH2:15][CH2:14]2)[S:10][N:9]=1.[ClH:26].C(OCC)(=O)C. The catalyst is CO. The product is [ClH:26].[F:1][C:2]1[CH:7]=[CH:6][CH:5]=[CH:4][C:3]=1[C:8]1[N:12]=[C:11]([N:13]2[CH2:14][CH2:15][NH:16][CH2:17][CH2:18]2)[S:10][N:9]=1. The yield is 0.865.